This data is from Full USPTO retrosynthesis dataset with 1.9M reactions from patents (1976-2016). The task is: Predict the reactants needed to synthesize the given product. (1) Given the product [CH2:1]([O:8][C:9]1[CH:10]=[C:11]([CH:14]=[CH:15][C:16]=1[CH2:17][CH2:25][CH2:20][OH:21])[CH2:12][NH2:13])[C:2]1[CH:3]=[CH:4][CH:5]=[CH:6][CH:7]=1, predict the reactants needed to synthesize it. The reactants are: [CH2:1]([O:8][C:9]1[CH:10]=[C:11]([CH:14]=[CH:15][C:16]=1[CH:17]=O)[C:12]#[N:13])[C:2]1[CH:7]=[CH:6][CH:5]=[CH:4][CH:3]=1.[Br-].[C:20]([CH2:25][P+](C1C=CC=CC=1)(C1C=CC=CC=1)C1C=CC=CC=1)(OCC)=[O:21].CC(C)([O-])C.[K+].Cl. (2) Given the product [CH3:19][NH:15][C:8]([C:4]1[C:3]([C:1]#[N:2])=[CH:7][NH:6][CH:5]=1)=[O:10], predict the reactants needed to synthesize it. The reactants are: [C:1]([C:3]1[C:4]([C:8]([OH:10])=O)=[CH:5][NH:6][CH:7]=1)#[N:2].Cl.CN.O[N:15]1[C:19]2C=CC=CC=2N=N1.Cl. (3) Given the product [CH3:52][C@:16]12[CH2:15][CH2:14][C@H:13]3[C@@H:21]([C@H:22]([CH2:27][CH2:28][CH2:29][CH2:30][O:31][CH2:32][CH2:33][O:34][CH2:35][CH2:36][O:37][CH2:38][CH2:39][O:40][CH2:41][CH2:42][O:43][CH2:44][C:45]4[CH:46]=[CH:47][CH:48]=[CH:49][CH:50]=4)[CH2:23][C:24]4[CH:25]=[C:9]([OH:8])[CH:10]=[CH:11][C:12]=43)[C@@H:20]1[CH2:19][CH2:18][C@@H:17]2[OH:51], predict the reactants needed to synthesize it. The reactants are: C([SiH](CC)CC)C.[OH:8][C:9]1[CH:10]=[CH:11][C:12]2[C@@H:13]3[C@@H:21]([C@H:22]([CH2:27][CH2:28][CH2:29][CH2:30][O:31][CH2:32][CH2:33][O:34][CH2:35][CH2:36][O:37][CH2:38][CH2:39][O:40][CH2:41][CH2:42][O:43][CH2:44][C:45]4[CH:50]=[CH:49][CH:48]=[CH:47][CH:46]=4)[C:23](=O)[C:24]=2[CH:25]=1)[C@H:20]1[C@@:16]([CH3:52])([C@@H:17]([OH:51])[CH2:18][CH2:19]1)[CH2:15][CH2:14]3.C(O)(C(F)(F)F)=O.[OH-].[Na+]. (4) Given the product [Br:1][C:2]1[CH:7]=[CH:6][CH:5]=[CH:4][C:3]=1[S:8]([N:13]([CH3:14])[CH3:12])(=[O:10])=[O:9], predict the reactants needed to synthesize it. The reactants are: [Br:1][C:2]1[CH:7]=[CH:6][CH:5]=[CH:4][C:3]=1[S:8](Cl)(=[O:10])=[O:9].[CH3:12][NH:13][CH3:14].N1C=CC=CC=1.CN(C=O)C. (5) Given the product [C:18]([S:20][CH:11]1[CH2:10][N:9]([C:6]2[O:7][CH:8]=[C:4]([C:1](=[O:3])[NH2:2])[N:5]=2)[CH2:12]1)(=[O:21])[CH3:19], predict the reactants needed to synthesize it. The reactants are: [C:1]([C:4]1[N:5]=[C:6]([N:9]2[CH2:12][CH:11](OS(C)(=O)=O)[CH2:10]2)[O:7][CH:8]=1)(=[O:3])[NH2:2].[C:18]([O-:21])(=[S:20])[CH3:19].[K+].